Dataset: Forward reaction prediction with 1.9M reactions from USPTO patents (1976-2016). Task: Predict the product of the given reaction. (1) Given the reactants [CH3:1][N:2]1[CH:7]=[CH:6][C:5]([O:8]N2C3=NC=CC=C3N=N2)=[N:4][C:3]1=[O:18].[C:19]([C:22]1[CH:23]=[C:24](B(O)O)[CH:25]=[CH:26][CH:27]=1)(=[O:21])[CH3:20].C([O-])([O-])=O.[Cs+].[Cs+], predict the reaction product. The product is: [C:19]([C:22]1[CH:27]=[C:26]([CH:25]=[CH:24][CH:23]=1)[O:8][C:5]1[CH:6]=[CH:7][N:2]([CH3:1])[C:3](=[O:18])[N:4]=1)(=[O:21])[CH3:20]. (2) Given the reactants C(Cl)(=O)C(Cl)=O.[C:7]1([CH2:16][CH2:17][C:18]2[CH:23]=[CH:22][CH:21]=[CH:20][CH:19]=2)[C:8]([C:13](O)=[O:14])=[CH:9][CH:10]=[CH:11][CH:12]=1.CN(C=O)C.Cl, predict the reaction product. The product is: [CH2:16]([C:7]1[CH:12]=[CH:11][CH:10]=[CH:9][C:8]=1[CH:13]=[O:14])[CH2:17][C:18]1[CH:23]=[CH:22][CH:21]=[CH:20][CH:19]=1. (3) Given the reactants [F:1][C:2]([F:13])([F:12])[O:3][C:4]1[CH:11]=[CH:10][C:7]([CH2:8]Br)=[CH:6][CH:5]=1.[NH:14]1[CH2:19][CH2:18][NH:17][CH2:16][CH2:15]1, predict the reaction product. The product is: [F:1][C:2]([F:13])([F:12])[O:3][C:4]1[CH:11]=[CH:10][C:7]([CH2:8][N:14]2[CH2:19][CH2:18][NH:17][CH2:16][CH2:15]2)=[CH:6][CH:5]=1. (4) Given the reactants C([O:5][C:6](=[O:45])[C@@H:7]([NH:11][S:12]([C:15]1[CH:20]=[CH:19][C:18]([C:21]2[CH:26]=[CH:25][C:24]([NH:27][C:28]([C:30]3[O:31][C:32]4[CH:39]=[CH:38][C:37]([Cl:40])=[C:36]([O:41][CH:42]([CH3:44])[CH3:43])[C:33]=4[C:34]=3[CH3:35])=[O:29])=[CH:23][CH:22]=2)=[CH:17][CH:16]=1)(=[O:14])=[O:13])[CH:8]([CH3:10])[CH3:9])(C)(C)C.C(O)(C(F)(F)F)=O.ClCCl, predict the reaction product. The product is: [Cl:40][C:37]1[CH:38]=[CH:39][C:32]2[O:31][C:30]([C:28]([NH:27][C:24]3[CH:23]=[CH:22][C:21]([C:18]4[CH:17]=[CH:16][C:15]([S:12]([NH:11][C@@H:7]([CH:8]([CH3:9])[CH3:10])[C:6]([OH:45])=[O:5])(=[O:13])=[O:14])=[CH:20][CH:19]=4)=[CH:26][CH:25]=3)=[O:29])=[C:34]([CH3:35])[C:33]=2[C:36]=1[O:41][CH:42]([CH3:44])[CH3:43]. (5) Given the reactants I[C:2]1[CH:3]=[C:4]([CH:16]=[CH:17][C:18]=1[O:19][CH3:20])[C:5]([N:7]1[CH2:15][C:14]2[C:9](=[CH:10][CH:11]=[CH:12][CH:13]=2)[CH2:8]1)=[O:6].[C:21]([C:23]1[CH:24]=[C:25]([O:29][CH3:30])[CH:26]=[CH:27][CH:28]=1)#[CH:22], predict the reaction product. The product is: [CH3:20][O:19][C:18]1[CH:17]=[CH:16][C:4]([C:5]([N:7]2[CH2:15][C:14]3[C:9](=[CH:10][CH:11]=[CH:12][CH:13]=3)[CH2:8]2)=[O:6])=[CH:3][C:2]=1[C:22]#[C:21][C:23]1[CH:28]=[CH:27][CH:26]=[C:25]([O:29][CH3:30])[CH:24]=1. (6) Given the reactants [Si]([O:8][CH2:9][C:10]([N:13]1[C:17]2[N:18]=[C:19]([NH2:22])[N:20]=[CH:21][C:16]=2[C:15]([C:23]([C:25]2[CH:26]=[N:27][CH:28]=[C:29]([NH2:31])[CH:30]=2)=[O:24])=[CH:14]1)([CH3:12])[CH3:11])(C(C)(C)C)(C)C.[F:32][C:33]([F:44])([F:43])[C:34]1[N:35]=[N:36][N:37]([CH2:39][C:40](O)=[O:41])[CH:38]=1, predict the reaction product. The product is: [NH2:22][C:19]1[N:20]=[CH:21][C:16]2[C:15]([C:23]([C:25]3[CH:30]=[C:29]([NH:31][C:40](=[O:41])[CH2:39][N:37]4[CH:38]=[C:34]([C:33]([F:43])([F:32])[F:44])[N:35]=[N:36]4)[CH:28]=[N:27][CH:26]=3)=[O:24])=[CH:14][N:13]([C:10]([CH3:11])([CH3:12])[CH2:9][OH:8])[C:17]=2[N:18]=1. (7) Given the reactants [C:1]([O:5][C:6](=[O:23])[C@@H:7]([N:15]1[CH:20]=[CH:19][CH:18]=[C:17]([NH2:21])[C:16]1=[O:22])[CH2:8][C:9]1[CH:14]=[CH:13][CH:12]=[CH:11][CH:10]=1)([CH3:4])([CH3:3])[CH3:2].C(N(CC)CC)C.[C:31](Cl)(=[O:38])[C:32]1[CH:37]=[CH:36][CH:35]=[CH:34][CH:33]=1, predict the reaction product. The product is: [C:1]([O:5][C:6](=[O:23])[C@@H:7]([N:15]1[CH:20]=[CH:19][CH:18]=[C:17]([NH:21][C:31](=[O:38])[C:32]2[CH:37]=[CH:36][CH:35]=[CH:34][CH:33]=2)[C:16]1=[O:22])[CH2:8][C:9]1[CH:14]=[CH:13][CH:12]=[CH:11][CH:10]=1)([CH3:4])([CH3:2])[CH3:3]. (8) Given the reactants [NH2:1][C:2]([C:5]1[CH:10]=[CH:9][C:8]([C:11]2[C:12]([C:18]([O:20][CH3:21])=[O:19])=[C:13]([F:17])[CH:14]=[CH:15][CH:16]=2)=[CH:7][CH:6]=1)([CH3:4])[CH3:3].[C:22]([O:26][C:27]([NH:29][C:30]1([C:33](O)=[O:34])[CH2:32][CH2:31]1)=[O:28])([CH3:25])([CH3:24])[CH3:23].C1C=CC2N(O)N=NC=2C=1.O.CCN=C=NCCCN(C)C, predict the reaction product. The product is: [C:22]([O:26][C:27]([NH:29][C:30]1([C:33]([NH:1][C:2]([C:5]2[CH:10]=[CH:9][C:8]([C:11]3[C:12]([C:18]([O:20][CH3:21])=[O:19])=[C:13]([F:17])[CH:14]=[CH:15][CH:16]=3)=[CH:7][CH:6]=2)([CH3:4])[CH3:3])=[O:34])[CH2:32][CH2:31]1)=[O:28])([CH3:25])([CH3:24])[CH3:23]. (9) Given the reactants [CH3:1][O:2][C:3](=[O:18])[C:4]1[CH:9]=[C:8]([C:10]2[CH:15]=[CH:14][C:13]([CH3:16])=[CH:12][N:11]=2)[CH:7]=[C:6](N)[CH:5]=1.C(I)[I:20].[N+]([O-])([O-])=O, predict the reaction product. The product is: [CH3:1][O:2][C:3](=[O:18])[C:4]1[CH:9]=[C:8]([C:10]2[CH:15]=[CH:14][C:13]([CH3:16])=[CH:12][N:11]=2)[CH:7]=[C:6]([I:20])[CH:5]=1.